Predict the reaction yield, written as a fraction of the theoretical maximum amount of product (1.0 means a 100% yield; for example, 0.34 means a 34% yield). From a dataset of Reaction yield outcomes from USPTO patents with 853,638 reactions. (1) The reactants are [OH:1][C:2]1[CH:7]=[CH:6][C:5]([CH:8]=[CH:9][CH:10]=O)=[CH:4][C:3]=1[O:12][CH3:13].[CH3:14][C:15]1[CH2:19][C:18](=[O:20])[N:17]([C:21]2[CH:26]=[CH:25][CH:24]=[CH:23][CH:22]=2)[N:16]=1.[C:27]([OH:35])(=O)C1C=CC=CC=1.N1CCCC[CH2:37]1. The catalyst is C1(C)C=CC=CC=1.CCOC(C)=O.O. The product is [CH3:13][O:12][C:3]1[CH:4]=[C:5]([CH:8]=[CH:9][CH:10]=[C:19]2[C:15]([CH3:14])=[N:16][N:17]([C:21]3[CH:26]=[CH:25][CH:24]=[CH:23][CH:22]=3)[C:18]2=[O:20])[CH:6]=[CH:7][C:2]=1[O:1][CH2:37][O:35][CH3:27]. The yield is 0.440. (2) The reactants are Br[C:2]1[CH:3]=[CH:4][C:5]2[C:6]([CH:17]=1)=[C:7]([C:10]1[CH:15]=[CH:14][CH:13]=[C:12]([Cl:16])[CH:11]=1)[O:8][N:9]=2.[Li]CCCC.CON(C)[C:26](=[O:35])[C:27]1[CH:32]=[CH:31][C:30]([O:33][CH3:34])=[CH:29][CH:28]=1. The catalyst is C1COCC1. The product is [Cl:16][C:12]1[CH:11]=[C:10]([C:7]2[O:8][N:9]=[C:5]3[CH:4]=[CH:3][C:2]([C:26]([C:27]4[CH:32]=[CH:31][C:30]([O:33][CH3:34])=[CH:29][CH:28]=4)=[O:35])=[CH:17][C:6]=23)[CH:15]=[CH:14][CH:13]=1. The yield is 0.410. (3) The yield is 0.781. No catalyst specified. The product is [CH2:1]([O:8][N:9]1[C:15](=[O:16])[N:14]2[CH2:17][C@H:10]1[CH2:11][CH2:12][C@H:13]2[C:18]([NH:22][NH:21][C:23]([CH:25]1[CH2:30][CH2:29][N:28]([C:31]([O:33][C:34]([CH3:37])([CH3:36])[CH3:35])=[O:32])[CH2:27][CH2:26]1)=[O:24])=[O:20])[C:2]1[CH:3]=[CH:4][CH:5]=[CH:6][CH:7]=1. The reactants are [CH2:1]([O:8][N:9]1[C:15](=[O:16])[N:14]2[CH2:17][C@H:10]1[CH2:11][CH2:12][C@H:13]2[C:18]([OH:20])=O)[C:2]1[CH:7]=[CH:6][CH:5]=[CH:4][CH:3]=1.[NH:21]([C:23]([CH:25]1[CH2:30][CH2:29][N:28]([C:31]([O:33][C:34]([CH3:37])([CH3:36])[CH3:35])=[O:32])[CH2:27][CH2:26]1)=[O:24])[NH2:22]. (4) The product is [Cl:42][C:41]1[CH:40]=[CH:39][CH:38]=[C:37]([Cl:43])[C:36]=1[C:29]1[C:28]([CH2:27][O:1][C:2]2[CH:3]=[CH:4][C:5]([C:8]3[CH:17]=[C:16]4[C:11]([C:12]([C:22]([O:24][CH3:25])=[O:23])=[CH:13][C:14]([C:18]([O:20][CH3:21])=[O:19])=[N:15]4)=[CH:10][CH:9]=3)=[CH:6][CH:7]=2)=[C:32]([CH:33]([CH3:35])[CH3:34])[O:31][N:30]=1. The catalyst is CN(C=O)C. The yield is 0.460. The reactants are [OH:1][C:2]1[CH:7]=[CH:6][C:5]([C:8]2[CH:17]=[C:16]3[C:11]([C:12]([C:22]([O:24][CH3:25])=[O:23])=[CH:13][C:14]([C:18]([O:20][CH3:21])=[O:19])=[N:15]3)=[CH:10][CH:9]=2)=[CH:4][CH:3]=1.Cl[CH2:27][C:28]1[C:29]([C:36]2[C:41]([Cl:42])=[CH:40][CH:39]=[CH:38][C:37]=2[Cl:43])=[N:30][O:31][C:32]=1[CH:33]([CH3:35])[CH3:34].C([O-])([O-])=O.[K+].[K+].CCOC(C)=O. (5) The reactants are Br[C:2]1[CH:7]=[C:6]([N+:8]([O-:10])=[O:9])[CH:5]=[C:4]([C:11]#[N:12])[C:3]=1[N:13]=[N:14][C:15]1[CH:20]=[C:19]([O:21][CH3:22])[C:18]([N:23]([CH2:42][CH2:43][CH2:44][CH2:45][CH2:46][CH2:47][CH2:48][CH2:49][CH2:50][CH2:51][CH2:52][CH2:53][CH2:54][CH2:55][CH2:56][CH2:57][CH2:58][CH3:59])[CH2:24][CH2:25][CH2:26][CH2:27][CH2:28][CH2:29][CH2:30][CH2:31][CH2:32][CH2:33][CH2:34][CH2:35][CH2:36][CH2:37][CH2:38][CH2:39][CH2:40][CH3:41])=[CH:17][C:16]=1[NH:60][C:61](=[O:63])[CH3:62].[Cu][C:65]#[N:66].CN1CCCC1=O.C1(C)C=CC=CC=1. The catalyst is CO. The product is [C:65]([C:2]1[CH:7]=[C:6]([N+:8]([O-:10])=[O:9])[CH:5]=[C:4]([C:11]#[N:12])[C:3]=1[N:13]=[N:14][C:15]1[CH:20]=[C:19]([O:21][CH3:22])[C:18]([N:23]([CH2:42][CH2:43][CH2:44][CH2:45][CH2:46][CH2:47][CH2:48][CH2:49][CH2:50][CH2:51][CH2:52][CH2:53][CH2:54][CH2:55][CH2:56][CH2:57][CH2:58][CH3:59])[CH2:24][CH2:25][CH2:26][CH2:27][CH2:28][CH2:29][CH2:30][CH2:31][CH2:32][CH2:33][CH2:34][CH2:35][CH2:36][CH2:37][CH2:38][CH2:39][CH2:40][CH3:41])=[CH:17][C:16]=1[NH:60][C:61](=[O:63])[CH3:62])#[N:66]. The yield is 0.580.